Task: Predict which catalyst facilitates the given reaction.. Dataset: Catalyst prediction with 721,799 reactions and 888 catalyst types from USPTO (1) Reactant: Br[C:2]1[CH:3]=[C:4]([NH:10][C:11]2[CH:16]=[CH:15][N:14]=[CH:13][N:12]=2)[C:5](=[O:9])[N:6]([CH3:8])[CH:7]=1.[CH3:17][C:18]1([CH3:34])[C:22]([CH3:24])([CH3:23])[O:21][B:20]([B:20]2[O:21][C:22]([CH3:24])([CH3:23])[C:18]([CH3:34])([CH3:17])[O:19]2)[O:19]1.C([O-])(=O)C.[K+].ClCCl. Product: [CH3:8][N:6]1[CH:7]=[C:2]([B:20]2[O:21][C:22]([CH3:24])([CH3:23])[C:18]([CH3:34])([CH3:17])[O:19]2)[CH:3]=[C:4]([NH:10][C:11]2[CH:16]=[CH:15][N:14]=[CH:13][N:12]=2)[C:5]1=[O:9]. The catalyst class is: 12. (2) Reactant: Cl.[NH:2]1[CH2:7][CH2:6][C:5](=[CH:8][C:9]2[CH:10]=[C:11]([CH:23]=[CH:24][CH:25]=2)[O:12][C:13]2[CH:18]=[CH:17][C:16]([C:19]([F:22])([F:21])[F:20])=[CH:15][N:14]=2)[CH2:4][CH2:3]1.[C:26]1([N:32]=[C:33]=[O:34])[CH:31]=[CH:30][CH:29]=[CH:28][CH:27]=1.C(N(C(C)C)CC)(C)C.C([O-])([O-])=O.[K+].[K+]. Product: [C:26]1([NH:32][C:33]([N:2]2[CH2:7][CH2:6][C:5](=[CH:8][C:9]3[CH:25]=[CH:24][CH:23]=[C:11]([O:12][C:13]4[CH:18]=[CH:17][C:16]([C:19]([F:22])([F:20])[F:21])=[CH:15][N:14]=4)[CH:10]=3)[CH2:4][CH2:3]2)=[O:34])[CH:31]=[CH:30][CH:29]=[CH:28][CH:27]=1. The catalyst class is: 4. (3) Reactant: [C:1]([O:5][C@@H:6]([C:12]1[C:38]([CH3:39])=[CH:37][C:15]2[N:16]=[C:17]([C:19]3[CH:24]=[CH:23][N:22]=[C:21]([C:25]4[CH:26]=[C:27]5[C:32](=[CH:33][CH:34]=4)[N:31]([CH3:35])[C:30](=[O:36])[CH:29]=[CH:28]5)[CH:20]=3)[S:18][C:14]=2[C:13]=1[C:40]1[CH:45]=[CH:44][C:43]([Cl:46])=[CH:42][CH:41]=1)[C:7]([O:9]CC)=[O:8])([CH3:4])([CH3:3])[CH3:2].[OH-].[Na+]. Product: [C:1]([O:5][C@@H:6]([C:12]1[C:38]([CH3:39])=[CH:37][C:15]2[N:16]=[C:17]([C:19]3[CH:24]=[CH:23][N:22]=[C:21]([C:25]4[CH:26]=[C:27]5[C:32](=[CH:33][CH:34]=4)[N:31]([CH3:35])[C:30](=[O:36])[CH:29]=[CH:28]5)[CH:20]=3)[S:18][C:14]=2[C:13]=1[C:40]1[CH:45]=[CH:44][C:43]([Cl:46])=[CH:42][CH:41]=1)[C:7]([OH:9])=[O:8])([CH3:4])([CH3:2])[CH3:3]. The catalyst class is: 36. (4) Reactant: [OH:1][N:2]1[C:7]([C:8]([OH:10])=[O:9])=[CH:6][CH:5]=[CH:4][C:3]1=[O:11].C(=O)([O-])[O-].[K+].[K+].[CH2:18](Cl)[C:19]1[CH:24]=[CH:23][CH:22]=[CH:21][CH:20]=1. Product: [CH2:18]([O:1][N:2]1[C:7]([C:8]([OH:10])=[O:9])=[CH:6][CH:5]=[CH:4][C:3]1=[O:11])[C:19]1[CH:24]=[CH:23][CH:22]=[CH:21][CH:20]=1. The catalyst class is: 5. (5) Reactant: Cl.[Br:2][C:3]1[CH:8]=[CH:7][C:6](N2CCNCC2)=CC=1.[CH2:15]([N:17]([CH2:20][CH3:21])[CH2:18][CH3:19])[CH3:16].[C:22](O[C:22]([O:24][C:25]([CH3:28])([CH3:27])[CH3:26])=[O:23])([O:24][C:25]([CH3:28])([CH3:27])[CH3:26])=[O:23].C(#[N:39])C. Product: [C:25]([O:24][C:22]([N:39]1[CH2:19][CH2:18][N:17]([C:20]2[CH:6]=[CH:7][CH:8]=[C:3]([Br:2])[CH:21]=2)[CH2:15][CH2:16]1)=[O:23])([CH3:28])([CH3:27])[CH3:26]. The catalyst class is: 277. (6) Reactant: [CH3:1]C(C)([O-])C.[K+].C[C:8](P(OC)(O)=O)([C:10]([O-:12])=O)[CH3:9].C(OC([N:25]1[CH2:30][CH2:29]C(=O)[CH2:27][CH2:26]1)=O)(C)(C)C.[NH4+].[Cl-]. Product: [CH3:1][O:12][CH2:10][CH2:8][CH:9]1[CH2:29][CH2:30][NH:25][CH2:26][CH2:27]1. The catalyst class is: 1.